This data is from Forward reaction prediction with 1.9M reactions from USPTO patents (1976-2016). The task is: Predict the product of the given reaction. (1) The product is: [C:1]1([S:7]([N:10]2[C:14]3=[N:15][CH:16]=[C:17]([CH:19]4[CH2:23][O:22][C:21]([CH3:25])([CH3:24])[O:20]4)[CH:18]=[C:13]3[CH:12]=[C:11]2[CH:57]([OH:58])[CH2:52][CH:31]2[CH2:30][CH2:32][CH2:37][CH2:36]2)(=[O:9])=[O:8])[CH:2]=[CH:3][CH:4]=[CH:5][CH:6]=1. Given the reactants [C:1]1([S:7]([N:10]2[C:14]3=[N:15][CH:16]=[C:17]([CH:19]4[CH2:23][O:22][C:21]([CH3:25])([CH3:24])[O:20]4)[CH:18]=[C:13]3[CH:12]=[CH:11]2)(=[O:9])=[O:8])[CH:6]=[CH:5][CH:4]=[CH:3][CH:2]=1.C([N-][CH:30]([CH3:32])[CH3:31])(C)C.[Li+].C([Li])C[CH2:36][CH3:37].CCCCCC.C(NC(C)C)(C)C.[CH:52]1([CH:57]=[O:58])CCCC1, predict the reaction product. (2) Given the reactants FC(F)(F)S(NCC1SC(C2C=CC(NS(C3C=CC=CC=3)(=O)=O)=CC=2)=CN=1)(=O)=O.[NH2:31][C:32]1[CH:37]=[CH:36][C:35]([C:38]2[S:42][C:41]([CH2:43][NH:44][S:45]([C:48]([F:51])([F:50])[F:49])(=[O:47])=[O:46])=[N:40][CH:39]=2)=[CH:34][CH:33]=1.[F:52][C:53]1[CH:58]=[C:57]([F:59])[CH:56]=[CH:55][C:54]=1[S:60](Cl)(=[O:62])=[O:61], predict the reaction product. The product is: [F:52][C:53]1[CH:58]=[C:57]([F:59])[CH:56]=[CH:55][C:54]=1[S:60]([NH:31][C:32]1[CH:33]=[CH:34][C:35]([C:38]2[S:42][C:41]([CH2:43][NH:44][S:45]([C:48]([F:49])([F:50])[F:51])(=[O:47])=[O:46])=[N:40][CH:39]=2)=[CH:36][CH:37]=1)(=[O:62])=[O:61]. (3) Given the reactants C(OC(=O)[NH:7][CH:8]1[CH2:12][CH2:11][N:10]([CH:13]([CH3:15])[CH3:14])[CH2:9]1)(C)(C)C.FC(F)(F)C(O)=O, predict the reaction product. The product is: [CH:13]([N:10]1[CH2:11][CH2:12][CH:8]([NH2:7])[CH2:9]1)([CH3:15])[CH3:14]. (4) Given the reactants [NH:1]1[CH:5]=[CH:4][N:3]=[C:2]1[C:6]([O:8][CH2:9][CH3:10])=[O:7].[N+:11]([O-])([OH:13])=[O:12], predict the reaction product. The product is: [N+:11]([C:5]1[N:1]=[C:2]([C:6]([O:8][CH2:9][CH3:10])=[O:7])[NH:3][CH:4]=1)([O-:13])=[O:12]. (5) Given the reactants [C:1]([CH2:3][C:4]([O:6]CC)=O)#[N:2].C(N(CC)CC)C.[CH3:16][N:17]([C@@H:27]1[C@H:32]([CH3:33])[CH2:31][CH2:30][NH:29][CH2:28]1)[C:18]1[C:19]2[CH:26]=[CH:25][NH:24][C:20]=2[N:21]=[CH:22][N:23]=1, predict the reaction product. The product is: [CH3:33][C@@H:32]1[CH2:31][CH2:30][N:29]([C:4](=[O:6])[CH2:3][C:1]#[N:2])[CH2:28][C@@H:27]1[N:17]([CH3:16])[C:18]1[C:19]2[CH:26]=[CH:25][NH:24][C:20]=2[N:21]=[CH:22][N:23]=1. (6) Given the reactants [CH2:1]([O:8][CH:9]1[CH:13]([NH:14][C:15]([CH:17]2[CH2:21][CH2:20][CH2:19][N:18]2[C:22](=[O:40])[CH:23]([NH:25][C:26](=[O:39])[C:27]2[CH:32]=[C:31]([Cl:33])[C:30]([O:34]CC=C)=[C:29]([Cl:38])[CH:28]=2)[CH3:24])=[O:16])[CH2:12][C:11](=[O:41])[O:10]1)[C:2]1[CH:7]=[CH:6][CH:5]=[CH:4][CH:3]=1.CC1C2C(=CC=CC=2)C(C)=C2C=1C=CC1C2=CC=CC=1, predict the reaction product. The product is: [CH2:1]([O:8][CH:9]1[CH:13]([NH:14][C:15]([CH:17]2[CH2:21][CH2:20][CH2:19][N:18]2[C:22](=[O:40])[CH:23]([NH:25][C:26](=[O:39])[C:27]2[CH:32]=[C:31]([Cl:33])[C:30]([OH:34])=[C:29]([Cl:38])[CH:28]=2)[CH3:24])=[O:16])[CH2:12][C:11](=[O:41])[O:10]1)[C:2]1[CH:3]=[CH:4][CH:5]=[CH:6][CH:7]=1. (7) The product is: [O:1]1[C:5]2[CH:6]=[CH:7][C:8]([CH2:10][NH:11][C:12]([C:14]3[S:15][C:16]([CH3:22])=[C:17]([NH2:19])[CH:18]=3)=[O:13])=[CH:9][C:4]=2[O:3][CH2:2]1. Given the reactants [O:1]1[C:5]2[CH:6]=[CH:7][C:8]([CH2:10][NH:11][C:12]([C:14]3[S:15][C:16]([CH3:22])=[C:17]([N+:19]([O-])=O)[CH:18]=3)=[O:13])=[CH:9][C:4]=2[O:3][CH2:2]1, predict the reaction product. (8) Given the reactants Br[C:2]1[C:3]([OH:13])=[C:4]([CH:9]=[C:10]([Cl:12])[CH:11]=1)[C:5]([O:7][CH3:8])=[O:6].[CH3:14][C:15]([CH3:19])([CH3:18])[C:16]#[CH:17].CCN(CC)CC, predict the reaction product. The product is: [Cl:12][C:10]1[CH:9]=[C:4]([C:5]([O:7][CH3:8])=[O:6])[C:3]2[O:13][C:16]([C:15]([CH3:19])([CH3:18])[CH3:14])=[CH:17][C:2]=2[CH:11]=1. (9) Given the reactants [F:1][CH:2]([F:14])[O:3][C:4]1[CH:9]=[CH:8][C:7]([C:10]#[CH:11])=[CH:6][C:5]=1[CH2:12][CH3:13].[Br:15][C:16]1[CH:17]=[C:18](I)[CH:19]=[CH:20][C:21]=1[F:22], predict the reaction product. The product is: [Br:15][C:16]1[CH:17]=[C:18]([C:11]#[C:10][C:7]2[CH:8]=[CH:9][C:4]([O:3][CH:2]([F:14])[F:1])=[C:5]([CH2:12][CH3:13])[CH:6]=2)[CH:19]=[CH:20][C:21]=1[F:22]. (10) The product is: [NH2:1][C:2]1[C:11]([Cl:12])=[N:10][CH:9]=[CH:8][C:3]=1[CH2:4][OH:5]. Given the reactants [NH2:1][C:2]1[C:11]([Cl:12])=[N:10][CH:9]=[CH:8][C:3]=1[C:4](OC)=[O:5].[BH4-].[Li+], predict the reaction product.